Task: Predict the product of the given reaction.. Dataset: Forward reaction prediction with 1.9M reactions from USPTO patents (1976-2016) (1) Given the reactants [CH2:1]([O:3][C:4]([C:6]1[C:7]([CH3:21])=[N:8][N:9]([C:12]2[CH:17]=[CH:16][CH:15]=[CH:14][C:13]=2[N+:18]([O-])=O)[C:10]=1[CH3:11])=[O:5])[CH3:2].C(O)C.[H][H], predict the reaction product. The product is: [CH2:1]([O:3][C:4]([C:6]1[C:7]([CH3:21])=[N:8][N:9]([C:12]2[CH:17]=[CH:16][CH:15]=[CH:14][C:13]=2[NH2:18])[C:10]=1[CH3:11])=[O:5])[CH3:2]. (2) Given the reactants Br[CH2:2][C:3]([C:5]1[CH:10]=[CH:9][CH:8]=[C:7]([N+:11]([O-:13])=[O:12])[CH:6]=1)=O.[C:14]([N:17]1[CH2:22][CH2:21][CH:20]([C:23]([O:25][CH2:26][CH3:27])=[O:24])[CH2:19][CH2:18]1)(=[S:16])[NH2:15], predict the reaction product. The product is: [N+:11]([C:7]1[CH:6]=[C:5]([C:3]2[N:15]=[C:14]([N:17]3[CH2:22][CH2:21][CH:20]([C:23]([O:25][CH2:26][CH3:27])=[O:24])[CH2:19][CH2:18]3)[S:16][CH:2]=2)[CH:10]=[CH:9][CH:8]=1)([O-:13])=[O:12]. (3) Given the reactants [CH:1]1([C:4]2[N:8]3[CH2:9][CH2:10][CH2:11][C@@H:12]([C:13]4[N:17]5[CH:18]=[CH:19][N:20]=[C:21]([NH:22]CC6C=CC(OC)=CC=6OC)[C:16]5=[C:15]([C:34]5[CH:52]=[CH:51][C:37]([C:38]([NH:40][C:41]6[CH:46]=[C:45]([C:47]([F:50])([F:49])[F:48])[CH:44]=[CH:43][N:42]=6)=[O:39])=[CH:36][CH:35]=5)[N:14]=4)[C:7]3=[N:6][N:5]=2)[CH2:3][CH2:2]1, predict the reaction product. The product is: [NH2:22][C:21]1[C:16]2[N:17]([C:13]([C@@H:12]3[CH2:11][CH2:10][CH2:9][N:8]4[C:4]([CH:1]5[CH2:3][CH2:2]5)=[N:5][N:6]=[C:7]34)=[N:14][C:15]=2[C:34]2[CH:35]=[CH:36][C:37]([C:38]([NH:40][C:41]3[CH:46]=[C:45]([C:47]([F:50])([F:49])[F:48])[CH:44]=[CH:43][N:42]=3)=[O:39])=[CH:51][CH:52]=2)[CH:18]=[CH:19][N:20]=1. (4) Given the reactants [CH2:1]([O:3][C:4]([CH:6]1[CH2:11][CH2:10][NH:9][CH2:8][CH2:7]1)=[O:5])[CH3:2].Cl[C:13]1[N:14]=[N:15][C:16]([O:19][CH3:20])=[CH:17][CH:18]=1.C1(C)C=CC=CC=1.CC([O-])(C)C.[Na+], predict the reaction product. The product is: [CH2:1]([O:3][C:4]([CH:6]1[CH2:11][CH2:10][N:9]([C:13]2[N:14]=[N:15][C:16]([O:19][CH3:20])=[CH:17][CH:18]=2)[CH2:8][CH2:7]1)=[O:5])[CH3:2]. (5) Given the reactants [O:1]=[C:2]1[N:7]([CH2:8][C:9]#[CH:10])[N:6]=[N:5][C:4]2=[C:11]([C:14](=[S:16])[NH2:15])[N:12]=[CH:13][N:3]12.Br[CH2:18][C:19]([C:21]1[S:22][CH:23]=[CH:24][CH:25]=1)=O, predict the reaction product. The product is: [CH2:8]([N:7]1[C:2](=[O:1])[N:3]2[CH:13]=[N:12][C:11]([C:14]3[S:16][CH:18]=[C:19]([C:21]4[S:22][CH:23]=[CH:24][CH:25]=4)[N:15]=3)=[C:4]2[N:5]=[N:6]1)[C:9]#[CH:10]. (6) Given the reactants [CH2:1]([O:19][C:20]1([O:43][CH2:44][CH2:45][CH2:46][CH2:47][CH2:48][CH2:49][CH2:50][CH2:51]/[CH:52]=[CH:53]\[CH2:54]/[CH:55]=[CH:56]\[CH2:57][CH2:58][CH2:59][CH2:60][CH3:61])[CH2:25][CH2:24][N:23](C(OCC2C3C=CC=CC=3C3C2=CC=CC=3)=O)[CH2:22][CH2:21]1)[CH2:2][CH2:3][CH2:4][CH2:5][CH2:6][CH2:7][CH2:8]/[CH:9]=[CH:10]\[CH2:11]/[CH:12]=[CH:13]\[CH2:14][CH2:15][CH2:16][CH2:17][CH3:18].N1CCCCC1, predict the reaction product. The product is: [CH2:1]([O:19][C:20]1([O:43][CH2:44][CH2:45][CH2:46][CH2:47][CH2:48][CH2:49][CH2:50][CH2:51]/[CH:52]=[CH:53]\[CH2:54]/[CH:55]=[CH:56]\[CH2:57][CH2:58][CH2:59][CH2:60][CH3:61])[CH2:25][CH2:24][NH:23][CH2:22][CH2:21]1)[CH2:2][CH2:3][CH2:4][CH2:5][CH2:6][CH2:7][CH2:8]/[CH:9]=[CH:10]\[CH2:11]/[CH:12]=[CH:13]\[CH2:14][CH2:15][CH2:16][CH2:17][CH3:18]. (7) Given the reactants [N:1]1([CH2:6][CH2:7][O:8][C:9]2[CH:14]=[CH:13][C:12]([NH:15][C:16]3[N:33]=[C:19]4[CH:20]=[CH:21][CH:22]=[C:23]([C:24]5[CH:25]=[N:26][N:27]([CH2:29][C:30]([OH:32])=O)[CH:28]=5)[N:18]4[N:17]=3)=[CH:11][CH:10]=2)[CH2:5][CH2:4][CH2:3][CH2:2]1.CCN=C=NCCCN(C)C.Cl.C(N(C(C)C)CC)(C)C.C1C=CC2N(O)N=NC=2C=1.[CH2:65]([NH2:70])[C:66]([CH3:69])([CH3:68])[CH3:67], predict the reaction product. The product is: [CH3:67][C:66]([CH3:69])([CH3:68])[CH2:65][NH:70][C:30](=[O:32])[CH2:29][N:27]1[CH:28]=[C:24]([C:23]2[N:18]3[N:17]=[C:16]([NH:15][C:12]4[CH:13]=[CH:14][C:9]([O:8][CH2:7][CH2:6][N:1]5[CH2:2][CH2:3][CH2:4][CH2:5]5)=[CH:10][CH:11]=4)[N:33]=[C:19]3[CH:20]=[CH:21][CH:22]=2)[CH:25]=[N:26]1. (8) The product is: [Cl:26][CH:20]=[C:9]1[C:10]2([CH2:13][CH2:12][CH2:11]2)[O:14][C:15]2[C:7](=[C:6]([CH3:23])[C:5]([OH:4])=[C:17]([CH3:18])[C:16]=2[CH3:19])[C:8]1=[O:22]. Given the reactants COC[O:4][C:5]1[C:6]([CH3:23])=[C:7]2[C:15](=[C:16]([CH3:19])[C:17]=1[CH3:18])[O:14][C:10]1([CH2:13][CH2:12][CH2:11]1)[CH:9]([CH:20]=O)[C:8]2=[O:22].O=S(Cl)[Cl:26], predict the reaction product.